Dataset: Experimentally validated miRNA-target interactions with 360,000+ pairs, plus equal number of negative samples. Task: Binary Classification. Given a miRNA mature sequence and a target amino acid sequence, predict their likelihood of interaction. (1) The miRNA is hsa-miR-4523 with sequence GACCGAGAGGGCCUCGGCUGU. The protein sequence of the target gene is MASPVLPSGSQCAAAAAVAAAAAPPGLRLRLLLLLLSAAALIPTGDGQNLFTKDVTVIEGEVATISCQVNKSDDSVIQLLNPNRQTIYFRDFRPLKDSRFQLLNFSSSELKVSLTNVSISDEGRYFCQLYTDPPQESYTTITVLVPPRNLMIDIQKDTAVEGEEIEVNCTAMASKPATTIRWFKGNKELKGKSEVEEWSDMYTVTSQLMLKVHKEDDGVPVICQVEHPAVTGNLQTQRYLEVQYKPQVQIQMTYPLQGLTREGDAFELTCEATGKPQPVMVTWVRVDDEMPQHAVLSGPN.... Result: 0 (no interaction). (2) The miRNA is hsa-miR-99a-5p with sequence AACCCGUAGAUCCGAUCUUGUG. The protein sequence of the target gene is MSHLPMKLLRKKIEKRNLKLRQRNLKFQGASNLTLSETQNGDVSEETMGSRKVKKSKQKPMNVGLSETQNGGMSQEAVGNIKVTKSPQKSTVLTNGEAAMQSSNSESKKKKKKKRKMVNDAEPDTKKAKTENKGKSEEESAETTKETENNVEKPDNDEDESEVPSLPLGLTGAFEDTSFASLCNLVNENTLKAIKEMGFTNMTEIQHKSIRPLLEGRDLLAAAKTGSGKTLAFLIPAVELIVKLRFMPRNGTGVLILSPTRELAMQTFGVLKELMTHHVHTYGLIMGGSNRSAEAQKLGN.... Result: 1 (interaction). (3) The miRNA is mmu-miR-15a-5p with sequence UAGCAGCACAUAAUGGUUUGUG. The protein sequence of the target gene is MEPSVDANSITITVEGMTCISCVRTIEQQIGKVNGVHHIKVSLEEKSATIIYDPKLQTPKTLQEAIDDMGFDALLHNANPLPVLTNTVFLTVTAPLTLPWDHIQSTLLKTKGVTGVKISPQQRSAVVTIIPSVVSASQIVELVPDLSLDMGTQEKKSGACEEHSTPQAGEVMLKMKVEGMTCHSCTSTIEGKVGKLQGVQRIKVSLDNQEATIVFQPHLITAEEIKKQIEAVGFPAFIKKQPKYLKLGAIDVERLKNTPVKSSEGSQQKSPSYPSDSTTMFTIEGMHCKSCVSNIESALS.... Result: 1 (interaction). (4) The miRNA is hsa-miR-1207-3p with sequence UCAGCUGGCCCUCAUUUC. The protein sequence of the target gene is MAAQRGMPSSAVRVLEEALGMGLTAAGDARDTADAVAAEGAYYLEQVTITEASEDDYEYEEIPDDNFSIPEGEEDLAKAIQMAQEQATDTEILERKTVLPSKHAVPEVIEDFLCNFLIKMGMTRTLDCFQSEWYELIQKGVTELRTVGNVPDVYTQIMLLENENKNLKKDLKHYKQAADKAREDLLKIQKERDFHRMHHKRIVQEKNKLINDLKGLKLHYASYEPTIRVLHEKHHTLLKEKMLTSLERDKVVGQISGLQETLKKLQRGHSYHGPQIKVDHSREKENAPEGPTQKGLREAR.... Result: 0 (no interaction).